From a dataset of Catalyst prediction with 721,799 reactions and 888 catalyst types from USPTO. Predict which catalyst facilitates the given reaction. (1) Reactant: [Cl:1][C:2]1[C:3]([OH:26])=[C:4]([CH2:12][N:13]2[CH2:18][CH2:17][N:16]([C:19]([O:21][C:22]([CH3:25])([CH3:24])[CH3:23])=[O:20])[CH2:15][CH2:14]2)[C:5]2[O:9][CH2:8][C:7](=[O:10])[C:6]=2[CH:11]=1.[NH:27]1[C:35]2[C:30](=[CH:31][CH:32]=[CH:33][CH:34]=2)[C:29]([CH:36]=O)=[N:28]1.N1CCCCC1. Product: [NH:27]1[C:35]2[C:30](=[CH:31][CH:32]=[CH:33][CH:34]=2)[C:29](/[CH:36]=[C:8]2\[O:9][C:5]3[C:4]([CH2:12][N:13]4[CH2:18][CH2:17][N:16]([C:19]([O:21][C:22]([CH3:23])([CH3:25])[CH3:24])=[O:20])[CH2:15][CH2:14]4)=[C:3]([OH:26])[C:2]([Cl:1])=[CH:11][C:6]=3[C:7]\2=[O:10])=[N:28]1. The catalyst class is: 5. (2) Reactant: [CH3:1][O:2][C:3]1[CH:4]=[C:5]2[C:10](=[CH:11][CH:12]=1)[N:9]=[CH:8][CH:7]=[CH:6]2.[OH:13]O.[OH-].[Na+]. Product: [CH3:1][O:2][C:3]1[CH:4]=[C:5]2[C:10](=[CH:11][CH:12]=1)[N+:9]([O-:13])=[CH:8][CH:7]=[CH:6]2. The catalyst class is: 52. (3) Reactant: [N:1]1([CH2:6][CH2:7][CH2:8][O:9][C:10]2[CH:15]=[CH:14][C:13]([C:16]3([CH2:22][NH2:23])[CH2:21][CH2:20][O:19][CH2:18][CH2:17]3)=[CH:12][CH:11]=2)[CH2:5][CH2:4][CH2:3][CH2:2]1.C(N(CC)CC)C.[C:31](Cl)(=[O:33])[CH3:32]. Product: [N:1]1([CH2:6][CH2:7][CH2:8][O:9][C:10]2[CH:15]=[CH:14][C:13]([C:16]3([CH2:22][NH:23][C:31](=[O:33])[CH3:32])[CH2:17][CH2:18][O:19][CH2:20][CH2:21]3)=[CH:12][CH:11]=2)[CH2:5][CH2:4][CH2:3][CH2:2]1. The catalyst class is: 4. (4) Reactant: Cl.[NH:2]1[CH2:7][CH2:6][CH2:5][CH:4]([C:8]([OH:13])([CH2:11][CH3:12])[CH2:9][CH3:10])[CH2:3]1.CN(C(ON1N=NC2C=CC=CC1=2)=[N+](C)C)C.[B-](F)(F)(F)F.C(N(C(C)C)C(C)C)C.[CH3:45][C:46]1[CH:51]=[CH:50][C:49]([C:52]2[C:56]([C:57](O)=[O:58])=[CH:55][O:54][N:53]=2)=[CH:48][CH:47]=1. Product: [CH3:45][C:46]1[CH:47]=[CH:48][C:49]([C:52]2[C:56]([C:57]([N:2]3[CH2:7][CH2:6][CH2:5][CH:4]([C:8]([OH:13])([CH2:11][CH3:12])[CH2:9][CH3:10])[CH2:3]3)=[O:58])=[CH:55][O:54][N:53]=2)=[CH:50][CH:51]=1. The catalyst class is: 3. (5) Reactant: [CH2:1]([O:3][C:4]([C:6]1[CH:10]=[C:9]([C:11]2[CH:15]=[CH:14][NH:13][CH:12]=2)[N:8]([C:16]2[CH:17]=[N:18][C:19]([CH3:22])=[CH:20][CH:21]=2)[N:7]=1)=[O:5])[CH3:2].[H-].[Na+].[CH2:25](I)[CH3:26].[Cl-].[NH4+]. Product: [CH2:1]([O:3][C:4]([C:6]1[CH:10]=[C:9]([C:11]2[CH:15]=[CH:14][N:13]([CH2:25][CH3:26])[CH:12]=2)[N:8]([C:16]2[CH:17]=[N:18][C:19]([CH3:22])=[CH:20][CH:21]=2)[N:7]=1)=[O:5])[CH3:2]. The catalyst class is: 42. (6) Reactant: [Cl:1][C:2]1[CH:7]=[CH:6][CH:5]=[C:4]([Cl:8])[C:3]=1[C:9]1[CH:13]=[C:12]([C:14]2[CH:19]=[C:18]([NH:20][CH2:21][CH2:22][C:23]([O:25][CH:26]([CH3:28])[CH3:27])=[O:24])[CH:17]=[CH:16][N:15]=2)[O:11][N:10]=1.C(N(CC)CC)C.[Cl:36][CH:37]([Cl:41])[C:38](Cl)=[O:39]. Product: [Cl:36][CH:37]([Cl:41])[C:38]([N:20]([CH2:21][CH2:22][C:23]([O:25][CH:26]([CH3:28])[CH3:27])=[O:24])[C:18]1[CH:17]=[CH:16][N:15]=[C:14]([C:12]2[O:11][N:10]=[C:9]([C:3]3[C:4]([Cl:8])=[CH:5][CH:6]=[CH:7][C:2]=3[Cl:1])[CH:13]=2)[CH:19]=1)=[O:39]. The catalyst class is: 4. (7) Reactant: CC(C)([O-])C.[Na+].[CH:7]([C:10]1[CH:15]=[CH:14][C:13]([SH:16])=[CH:12][CH:11]=1)([CH3:9])[CH3:8].[CH3:17][O:18][C:19](=[O:35])[C:20]1[CH:25]=[C:24]([S:26](=[O:32])(=[O:31])[NH:27][CH2:28][CH2:29]Br)[CH:23]=[C:22]([CH3:33])[C:21]=1[CH3:34]. Product: [CH3:17][O:18][C:19](=[O:35])[C:20]1[CH:25]=[C:24]([S:26](=[O:31])(=[O:32])[NH:27][CH2:28][CH2:29][S:16][C:13]2[CH:14]=[CH:15][C:10]([CH:7]([CH3:9])[CH3:8])=[CH:11][CH:12]=2)[CH:23]=[C:22]([CH3:33])[C:21]=1[CH3:34]. The catalyst class is: 54.